This data is from Human liver microsome stability data. The task is: Regression/Classification. Given a drug SMILES string, predict its absorption, distribution, metabolism, or excretion properties. Task type varies by dataset: regression for continuous measurements (e.g., permeability, clearance, half-life) or binary classification for categorical outcomes (e.g., BBB penetration, CYP inhibition). Dataset: hlm. The molecule is Cc1cccc(Nc2sc(-c3cccc(Cl)c3)cc2C(N)=O)n1. The result is 0 (unstable in human liver microsomes).